Dataset: Full USPTO retrosynthesis dataset with 1.9M reactions from patents (1976-2016). Task: Predict the reactants needed to synthesize the given product. (1) Given the product [CH3:1][C:2]1([CH3:13])[CH2:11][C:10]2[C:5](=[CH:6][CH:7]=[CH:8][C:9]=2[O:12][C:20]2[CH:25]=[CH:24][C:23]([N+:26]([O-:28])=[O:27])=[CH:22][N:21]=2)[CH2:4][O:3]1, predict the reactants needed to synthesize it. The reactants are: [CH3:1][C:2]1([CH3:13])[CH2:11][C:10]2[C:9]([OH:12])=[CH:8][CH:7]=[CH:6][C:5]=2[CH2:4][O:3]1.CN(C=O)C.Cl[C:20]1[CH:25]=[CH:24][C:23]([N+:26]([O-:28])=[O:27])=[CH:22][N:21]=1. (2) Given the product [CH2:11]([O:10][P:9]([C:6]1[CH:5]=[CH:4][C:3]([C:2]([F:14])([F:1])[F:15])=[CH:8][CH:7]=1)([C:17]1[CH:22]=[CH:21][C:20]([O:23][CH:24]([CH3:25])[CH3:26])=[C:19]([CH:27]=[CH2:28])[CH:18]=1)=[O:13])[CH3:12], predict the reactants needed to synthesize it. The reactants are: [F:1][C:2]([F:15])([F:14])[C:3]1[CH:8]=[CH:7][C:6]([PH:9](=[O:13])[O:10][CH2:11][CH3:12])=[CH:5][CH:4]=1.Br[C:17]1[CH:22]=[CH:21][C:20]([O:23][CH:24]([CH3:26])[CH3:25])=[C:19]([CH:27]=[CH2:28])[CH:18]=1.C(N(CC)CC)C.